This data is from Catalyst prediction with 721,799 reactions and 888 catalyst types from USPTO. The task is: Predict which catalyst facilitates the given reaction. Reactant: Cl.[NH:2]([C:4]([C@H:6]1[CH2:11][CH2:10][C@H:9]([C:12]([O:14][CH3:15])=[O:13])[CH2:8][CH2:7]1)=[O:5])[NH2:3].C(N(CC)CC)C.C1C[O:26][CH2:25]C1.C(N1C=CN=C1)(N1C=CN=C1)=O. Product: [O:26]=[C:25]1[O:5][C:4]([C@H:6]2[CH2:7][CH2:8][C@H:9]([C:12]([O:14][CH3:15])=[O:13])[CH2:10][CH2:11]2)=[N:2][NH:3]1. The catalyst class is: 25.